From a dataset of Full USPTO retrosynthesis dataset with 1.9M reactions from patents (1976-2016). Predict the reactants needed to synthesize the given product. Given the product [Cl:12][C:8]1[CH:7]=[C:6]2[C:11](=[CH:10][CH:9]=1)[C:2]([C:24]1[CH:23]=[CH:22][C:21]3[C:20]4[C:15](=[CH:16][CH:17]=[CH:18][CH:19]=4)[C:14]([CH3:36])([CH3:13])[C:26]=3[CH:25]=1)=[N:3][CH:4]=[CH:5]2, predict the reactants needed to synthesize it. The reactants are: Cl[C:2]1[C:11]2[C:6](=[CH:7][C:8]([Cl:12])=[CH:9][CH:10]=2)[CH:5]=[CH:4][N:3]=1.[CH3:13][C:14]1([CH3:36])[C:26]2[CH:25]=[C:24](B3OC(C)(C)C(C)(C)O3)[CH:23]=[CH:22][C:21]=2[C:20]2[C:15]1=[CH:16][CH:17]=[CH:18][CH:19]=2.C(=O)([O-])[O-].[K+].[K+].